Dataset: Cav3 T-type calcium channel HTS with 100,875 compounds. Task: Binary Classification. Given a drug SMILES string, predict its activity (active/inactive) in a high-throughput screening assay against a specified biological target. (1) The drug is O1C(CN(CC1C)C(=O)NC(Cc1ccccc1)C(OC)=O)C. The result is 0 (inactive). (2) The result is 0 (inactive). The molecule is Fc1cc2c(n(c(c2)C(O)=O)C)cc1. (3) The molecule is n12nc(c(nc2nc(c1CC)c1ccccc1)C)C. The result is 0 (inactive). (4) The molecule is Clc1cc(Cn2nc(c(NC(=O)c3noc(CC(C)C)c3)c2C)C)ccc1Cl. The result is 1 (active). (5) The compound is S1C(Nc2c(OC)cccc2)C(=O)N(c2ccccc2)C1=O. The result is 0 (inactive).